Dataset: NCI-60 drug combinations with 297,098 pairs across 59 cell lines. Task: Regression. Given two drug SMILES strings and cell line genomic features, predict the synergy score measuring deviation from expected non-interaction effect. (1) Drug 1: CCC(=C(C1=CC=CC=C1)C2=CC=C(C=C2)OCCN(C)C)C3=CC=CC=C3.C(C(=O)O)C(CC(=O)O)(C(=O)O)O. Drug 2: C1=NNC2=C1C(=O)NC=N2. Cell line: SK-OV-3. Synergy scores: CSS=2.39, Synergy_ZIP=0.485, Synergy_Bliss=1.55, Synergy_Loewe=-0.515, Synergy_HSA=0.255. (2) Drug 1: C1=CC=C(C(=C1)C(C2=CC=C(C=C2)Cl)C(Cl)Cl)Cl. Drug 2: C1=NC2=C(N=C(N=C2N1C3C(C(C(O3)CO)O)F)Cl)N. Cell line: RXF 393. Synergy scores: CSS=-2.80, Synergy_ZIP=1.04, Synergy_Bliss=1.32, Synergy_Loewe=-0.620, Synergy_HSA=-0.775. (3) Drug 2: C1=CC=C(C=C1)NC(=O)CCCCCCC(=O)NO. Cell line: NCI-H522. Drug 1: CC12CCC3C(C1CCC2=O)CC(=C)C4=CC(=O)C=CC34C. Synergy scores: CSS=32.7, Synergy_ZIP=0.728, Synergy_Bliss=5.62, Synergy_Loewe=2.18, Synergy_HSA=5.74. (4) Drug 1: C1CCC(CC1)NC(=O)N(CCCl)N=O. Drug 2: C1=CC=C(C=C1)NC(=O)CCCCCCC(=O)NO. Cell line: NCI-H226. Synergy scores: CSS=25.1, Synergy_ZIP=1.06, Synergy_Bliss=6.27, Synergy_Loewe=4.14, Synergy_HSA=5.80.